Predict the product of the given reaction. From a dataset of Forward reaction prediction with 1.9M reactions from USPTO patents (1976-2016). (1) Given the reactants [CH3:1][N:2]([CH2:13][C:14]1[N:18]([C:19]2[CH:26]=[CH:25][C:22]([C:23]#[N:24])=[CH:21][CH:20]=2)[C:17]2[CH:27]=[CH:28][CH:29]=[CH:30][C:16]=2[N:15]=1)[CH:3]1[C:12]2[N:11]=[CH:10][CH:9]=[CH:8][C:7]=2[CH2:6][CH2:5][CH2:4]1.NCCCN1C2C=CC=CC=2N=C1CN(C)C1C2N=CC=CC=2CCC1, predict the reaction product. The product is: [NH2:24][CH2:23][C:22]1[CH:25]=[CH:26][C:19]([N:18]2[C:17]3[CH:27]=[CH:28][CH:29]=[CH:30][C:16]=3[N:15]=[C:14]2[CH2:13][N:2]([CH3:1])[CH:3]2[C:12]3[N:11]=[CH:10][CH:9]=[CH:8][C:7]=3[CH2:6][CH2:5][CH2:4]2)=[CH:20][CH:21]=1. (2) Given the reactants [N:1]1([CH2:7][CH2:8][CH2:9][O:10][C:11]2[CH:21]=[CH:20][C:14]3[CH2:15][CH2:16][NH:17][CH2:18][CH2:19][C:13]=3[CH:12]=2)[CH2:6][CH2:5][CH2:4][CH2:3][CH2:2]1.[C:22]1([NH:28][CH2:29][C:30](O)=[O:31])[CH:27]=[CH:26][CH:25]=[CH:24][CH:23]=1, predict the reaction product. The product is: [C:22]1([NH:28][CH2:29][C:30]([N:17]2[CH2:18][CH2:19][C:13]3[CH:12]=[C:11]([O:10][CH2:9][CH2:8][CH2:7][N:1]4[CH2:2][CH2:3][CH2:4][CH2:5][CH2:6]4)[CH:21]=[CH:20][C:14]=3[CH2:15][CH2:16]2)=[O:31])[CH:27]=[CH:26][CH:25]=[CH:24][CH:23]=1. (3) Given the reactants [N:1]1([C:7]2[N:8]=[C:9]([CH2:14][C:15]([O-:17])=O)[NH:10][C:11](=[O:13])[CH:12]=2)[CH2:6][CH2:5][O:4][CH2:3][CH2:2]1.[Na+].O.[NH2:20][C:21]1[CH:26]=[CH:25][C:24]([F:27])=[CH:23][N:22]=1, predict the reaction product. The product is: [F:27][C:24]1[CH:25]=[CH:26][C:21]([NH:20][C:15](=[O:17])[CH2:14][C:9]2[NH:10][C:11](=[O:13])[CH:12]=[C:7]([N:1]3[CH2:2][CH2:3][O:4][CH2:5][CH2:6]3)[N:8]=2)=[N:22][CH:23]=1. (4) Given the reactants F[C:2](F)(F)[C:3]([O-])=O.Cl.[CH:9]12[CH2:15][CH:12]([CH2:13][CH2:14]1)[CH2:11][CH:10]2[CH2:16][NH2:17].[S:18]1[CH:22]=[CH:21][N:20]=[C:19]1[N:23]1[CH:27]=[CH:26][CH:25]=[C:24]1[CH:28]=O, predict the reaction product. The product is: [C@H:9]12[CH2:15][C@H:12]([CH2:13][CH2:14]1)[CH2:11][CH:10]2[CH2:16][N:17]([CH2:28][C:24]1[N:23]([C:19]2[S:18][CH:2]=[CH:3][N:20]=2)[CH:27]=[CH:26][CH:25]=1)[CH2:28][C:24]1[N:23]([C:19]2[S:18][CH:22]=[CH:21][N:20]=2)[CH:27]=[CH:26][CH:25]=1. (5) Given the reactants C[O:2][C:3]1[N:8]=[C:7]([C:9]([NH:11][CH2:12][CH:13]2[CH2:18][CH2:17][O:16][CH2:15][CH2:14]2)=[O:10])[C:6]([NH:19][C:20]([C:22]2[C:31]3[C:26](=[CH:27][CH:28]=[CH:29][CH:30]=3)[C:25]([CH2:32][N:33]3[CH:37]=[CH:36][N:35]=[N:34]3)=[CH:24][CH:23]=2)=[O:21])=[N:5][CH:4]=1.Cl.N1C=CC=CC=1, predict the reaction product. The product is: [OH:2][C:3]1[N:8]=[C:7]([C:9]([NH:11][CH2:12][CH:13]2[CH2:18][CH2:17][O:16][CH2:15][CH2:14]2)=[O:10])[C:6]([NH:19][C:20]([C:22]2[C:31]3[C:26](=[CH:27][CH:28]=[CH:29][CH:30]=3)[C:25]([CH2:32][N:33]3[CH:37]=[CH:36][N:35]=[N:34]3)=[CH:24][CH:23]=2)=[O:21])=[N:5][CH:4]=1. (6) Given the reactants Br[C:2]1[CH:7]=[C:6](Br)[CH:5]=[C:4](Br)[CH:3]=1.[CH2:10]([OH:15])[CH2:11][CH2:12][C:13]#[CH:14], predict the reaction product. The product is: [OH:15][CH2:10][CH2:11][CH2:12][C:13]#[C:14][C:2]1[CH:7]=[C:6]([C:14]#[C:13][CH2:12][CH2:11][CH2:10][OH:15])[CH:5]=[C:4]([C:14]#[C:13][CH2:12][CH2:11][CH2:10][OH:15])[CH:3]=1. (7) Given the reactants C([O:3][C:4]([C:6]1[N:7]([C:12]2[CH:17]=[CH:16][C:15]([O:18][CH3:19])=[CH:14][CH:13]=2)[N:8]=[C:9]([CH3:11])[CH:10]=1)=[O:5])C.[OH-].[Na+].Cl, predict the reaction product. The product is: [CH3:19][O:18][C:15]1[CH:14]=[CH:13][C:12]([N:7]2[C:6]([C:4]([OH:5])=[O:3])=[CH:10][C:9]([CH3:11])=[N:8]2)=[CH:17][CH:16]=1.